Dataset: Catalyst prediction with 721,799 reactions and 888 catalyst types from USPTO. Task: Predict which catalyst facilitates the given reaction. (1) The catalyst class is: 4. Reactant: FC(F)(F)C(O)=O.[CH2:8]([O:15][CH2:16][CH2:17][CH:18]([C:24](=[O:45])[C:25]1[CH:30]=[CH:29][C:28]([O:31][CH3:32])=[C:27]([O:33][CH:34]2[CH2:38][CH2:37][CH2:36][CH2:35]2)[C:26]=1OC1CCCC1)[C:19]([O:21]CC)=[O:20])[C:9]1[CH:14]=[CH:13][CH:12]=[CH:11][CH:10]=1. Product: [CH2:8]([O:15][CH2:16][CH2:17][C:18]1[C:19](=[O:20])[O:21][C:26]2[C:25]([C:24]=1[OH:45])=[CH:30][CH:29]=[C:28]([O:31][CH3:32])[C:27]=2[O:33][CH:34]1[CH2:35][CH2:36][CH2:37][CH2:38]1)[C:9]1[CH:14]=[CH:13][CH:12]=[CH:11][CH:10]=1. (2) Reactant: C(=O)([O-])[O-].[Na+].[Na+].I[C:8]1[CH:9]=[C:10]([Br:14])[CH:11]=[CH:12][CH:13]=1.[CH:15]1[C:23]2[C:22]3[CH:24]=[CH:25][CH:26]=[CH:27][C:21]=3[O:20][C:19]=2[C:18](B(O)O)=[CH:17][CH:16]=1. Product: [Br:14][C:10]1[CH:9]=[C:8]([C:27]2[C:21]3[O:20][C:19]4[CH:18]=[CH:17][CH:16]=[CH:15][C:23]=4[C:22]=3[CH:24]=[CH:25][CH:26]=2)[CH:13]=[CH:12][CH:11]=1. The catalyst class is: 206.